Dataset: Catalyst prediction with 721,799 reactions and 888 catalyst types from USPTO. Task: Predict which catalyst facilitates the given reaction. (1) Reactant: [Si:1]([O:8][CH2:9][C@@H:10]([NH:20][C:21](=[O:27])[O:22][C:23]([CH3:26])([CH3:25])[CH3:24])[CH2:11][NH:12][C:13](=[O:19])[CH2:14][CH2:15][CH2:16][CH2:17]Cl)([C:4]([CH3:7])([CH3:6])[CH3:5])([CH3:3])[CH3:2].[H-].[Na+]. Product: [Si:1]([O:8][CH2:9][C@@H:10]([NH:20][C:21](=[O:27])[O:22][C:23]([CH3:26])([CH3:25])[CH3:24])[CH2:11][N:12]1[CH2:17][CH2:16][CH2:15][CH2:14][C:13]1=[O:19])([C:4]([CH3:7])([CH3:6])[CH3:5])([CH3:3])[CH3:2]. The catalyst class is: 31. (2) Reactant: [CH2:1]([N:5]1[C:13]2[C:8](=[N:9][C:10]([Cl:15])=[N:11][C:12]=2Cl)[N:7]=[C:6]1[N:16]1[CH2:21][CH2:20][CH2:19][CH:18]([NH:22][C:23](=[O:29])[O:24][C:25]([CH3:28])([CH3:27])[CH3:26])[CH2:17]1)[C:2]#[C:3][CH3:4].C([O-])(=[O:32])C.[Na+]. Product: [CH2:1]([N:5]1[C:13]2[C:12](=[O:32])[NH:11][C:10]([Cl:15])=[N:9][C:8]=2[N:7]=[C:6]1[N:16]1[CH2:21][CH2:20][CH2:19][CH:18]([NH:22][C:23](=[O:29])[O:24][C:25]([CH3:28])([CH3:27])[CH3:26])[CH2:17]1)[C:2]#[C:3][CH3:4]. The catalyst class is: 16. (3) Reactant: [NH:1]1[CH2:6][CH2:5][CH2:4][CH:3]([OH:7])[CH2:2]1.[OH-].C([N+](CCCC)(CCCC)CCCC)CCC.Br[CH2:27][CH:28]([C:30]1[CH:35]=[CH:34][C:33]([C:36]2[N:40]=[C:39]([C:41]3[C:45]([CH2:46][CH2:47][CH3:48])=[C:44]([C:49]4[CH:54]=[CH:53][CH:52]=[CH:51][CH:50]=4)[O:43][N:42]=3)[O:38][N:37]=2)=[CH:32][CH:31]=1)[OH:29]. Product: [OH:29][CH:28]([C:30]1[CH:35]=[CH:34][C:33]([C:36]2[N:40]=[C:39]([C:41]3[C:45]([CH2:46][CH2:47][CH3:48])=[C:44]([C:49]4[CH:50]=[CH:51][CH:52]=[CH:53][CH:54]=4)[O:43][N:42]=3)[O:38][N:37]=2)=[CH:32][CH:31]=1)[CH2:27][N:1]1[CH2:6][CH2:5][CH2:4][CH:3]([OH:7])[CH2:2]1. The catalyst class is: 16. (4) Reactant: [N+:1]([C:4]1[CH:5]=[C:6]([CH2:10][CH2:11][N:12]2[CH2:17][CH2:16][CH2:15][CH2:14][CH2:13]2)[CH:7]=[CH:8][CH:9]=1)([O-])=O.[H][H]. Product: [N:12]1([CH2:11][CH2:10][C:6]2[CH:5]=[C:4]([NH2:1])[CH:9]=[CH:8][CH:7]=2)[CH2:17][CH2:16][CH2:15][CH2:14][CH2:13]1. The catalyst class is: 29. (5) Reactant: [C@H:1]1([NH:10][C:11]2[CH:20]=[CH:19][C:18]3[C:13](=[CH:14][CH:15]=[C:16]([NH2:21])[CH:17]=3)[N:12]=2)[C:9]2[C:4](=[CH:5][CH:6]=[CH:7][CH:8]=2)[CH2:3][CH2:2]1.C(N(CC)CC)C.[S:29]1[CH:33]=[CH:32][CH:31]=[C:30]1[CH2:34][C:35](Cl)=[O:36]. Product: [C@H:1]1([NH:10][C:11]2[CH:20]=[CH:19][C:18]3[C:13](=[CH:14][CH:15]=[C:16]([NH:21][C:35](=[O:36])[CH2:34][C:30]4[S:29][CH:33]=[CH:32][CH:31]=4)[CH:17]=3)[N:12]=2)[C:9]2[C:4](=[CH:5][CH:6]=[CH:7][CH:8]=2)[CH2:3][CH2:2]1. The catalyst class is: 93. (6) Reactant: [Br:1][C:2]1[CH:3]=[C:4]([O:12]C)[C:5]([O:10]C)=[C:6]([O:8]C)[CH:7]=1.B(Br)(Br)Br. Product: [Br:1][C:2]1[CH:7]=[C:6]([OH:8])[C:5]([OH:10])=[C:4]([OH:12])[CH:3]=1. The catalyst class is: 2. (7) The catalyst class is: 12. Reactant: [CH3:1][O:2][C:3](=[O:38])[CH2:4][CH2:5][CH2:6][CH:7]([N:14]1[C:18](=[O:19])[C:17]2([CH2:24][CH2:23][N:22](C(OC(C)(C)C)=O)[CH2:21][CH2:20]2)[N:16]([C:32]2[CH:37]=[CH:36][CH:35]=[CH:34][CH:33]=2)[CH2:15]1)[C:8]1[CH:13]=[CH:12][CH:11]=[CH:10][CH:9]=1.Cl. Product: [O:19]=[C:18]1[C:17]2([CH2:24][CH2:23][NH:22][CH2:21][CH2:20]2)[N:16]([C:32]2[CH:37]=[CH:36][CH:35]=[CH:34][CH:33]=2)[CH2:15][N:14]1[CH:7]([C:8]1[CH:9]=[CH:10][CH:11]=[CH:12][CH:13]=1)[CH2:6][CH2:5][CH2:4][C:3]([O:2][CH3:1])=[O:38]. (8) Reactant: [C:1]1([C:7]([C:9]2[CH:14]=[C:13]([CH3:15])[CH:12]=[CH:11][C:10]=2[NH2:16])=O)[CH:6]=[CH:5][CH:4]=[CH:3][CH:2]=1.[N:17]([O-])=O.[Na+].Cl[Sn]Cl. Product: [CH3:15][C:13]1[CH:14]=[C:9]2[C:10](=[CH:11][CH:12]=1)[NH:16][N:17]=[C:7]2[C:1]1[CH:6]=[CH:5][CH:4]=[CH:3][CH:2]=1. The catalyst class is: 126.